Predict the reactants needed to synthesize the given product. From a dataset of Full USPTO retrosynthesis dataset with 1.9M reactions from patents (1976-2016). (1) Given the product [OH:39][C:2]([CH3:38])([CH3:1])[C:3]([N:5]1[CH2:8][CH:7]([CH2:9][C:10]2[N:11]([CH3:37])[C:12]3[C:17]([N:18]=2)=[C:16]([N:19]2[CH2:24][CH2:23][O:22][CH2:21][CH2:20]2)[N:15]=[C:14]([N:25]2[C:29]4[CH:30]=[CH:31][CH:32]=[CH:33][C:28]=4[N:27]=[C:26]2[CH:34]([CH3:35])[CH3:36])[N:13]=3)[CH2:6]1)=[O:4], predict the reactants needed to synthesize it. The reactants are: [CH3:1][C:2]([O:39]C(=O)C)([CH3:38])[C:3]([N:5]1[CH2:8][CH:7]([CH2:9][C:10]2[N:11]([CH3:37])[C:12]3[C:17]([N:18]=2)=[C:16]([N:19]2[CH2:24][CH2:23][O:22][CH2:21][CH2:20]2)[N:15]=[C:14]([N:25]2[C:29]4[CH:30]=[CH:31][CH:32]=[CH:33][C:28]=4[N:27]=[C:26]2[CH:34]([CH3:36])[CH3:35])[N:13]=3)[CH2:6]1)=[O:4].[Li+].[OH-]. (2) The reactants are: [O:1]1[CH2:5][CH2:4][CH2:3][NH:2]1.CCN(CC)CC.[Si](OS(C(F)(F)F)(=O)=O)([C:16]([CH3:19])([CH3:18])[CH3:17])(C)C.CCN(C(C)C)[CH:31]([CH3:33])[CH3:32].C1C=CC(CBr)=CC=1.[C:45]([O:49]C(=O)CBr)(C)(C)C. Given the product [CH2:32]([C:3]1([CH2:17][CH:16]([CH3:19])[CH3:18])[CH2:4][CH:5]([CH2:45][OH:49])[O:1][NH:2]1)[CH:31]=[CH2:33], predict the reactants needed to synthesize it.